From a dataset of Reaction yield outcomes from USPTO patents with 853,638 reactions. Predict the reaction yield, written as a fraction of the theoretical maximum amount of product (1.0 means a 100% yield; for example, 0.34 means a 34% yield). The reactants are [NH2:1][C:2]1[NH:3][C:4]2[CH:10]=[CH:9][CH:8]=[CH:7][C:5]=2[N:6]=1.[N:11]1[CH:16]=[CH:15][C:14]([C:17](=O)[CH2:18][C:19](OCC)=[O:20])=[CH:13][CH:12]=1. The catalyst is O. The product is [N:11]1[CH:16]=[CH:15][C:14]([C:17]2[N:1]=[C:2]3[NH:6][C:5]4[CH:7]=[CH:8][CH:9]=[CH:10][C:4]=4[N:3]3[C:19](=[O:20])[CH:18]=2)=[CH:13][CH:12]=1. The yield is 0.640.